Dataset: Reaction yield outcomes from USPTO patents with 853,638 reactions. Task: Predict the reaction yield, written as a fraction of the theoretical maximum amount of product (1.0 means a 100% yield; for example, 0.34 means a 34% yield). (1) The reactants are [Cl:1][C:2]1[CH:9]=[CH:8][C:5]([C:6]#[N:7])=[C:4](F)[CH:3]=1.[CH2:11]([C:14]1[CH:15]=[C:16]([CH:19]=[CH:20][C:21]=1[OH:22])[CH:17]=[O:18])[CH:12]=[CH2:13].[F-].[K+].[OH-].[Na+]. The catalyst is CN(C=O)C. The product is [CH2:11]([C:14]1[CH:15]=[C:16]([CH:17]=[O:18])[CH:19]=[CH:20][C:21]=1[O:22][C:4]1[CH:3]=[C:2]([Cl:1])[CH:9]=[CH:8][C:5]=1[C:6]#[N:7])[CH:12]=[CH2:13]. The yield is 0.150. (2) The reactants are [F:1][C:2]1[CH:7]=[C:6]([S:8][CH3:9])[CH:5]=[CH:4][C:3]=1[NH:10][C:11]1[C:12]([C:19]([NH:21][O:22][CH2:23][CH2:24][O:25]C=C)=[O:20])=[N:13][N:14]([CH3:18])[C:15](=[O:17])[CH:16]=1.Cl. The catalyst is CCO.C1COCC1.CCOC(C)=O. The product is [F:1][C:2]1[CH:7]=[C:6]([S:8][CH3:9])[CH:5]=[CH:4][C:3]=1[NH:10][C:11]1[C:12]([C:19]([NH:21][O:22][CH2:23][CH2:24][OH:25])=[O:20])=[N:13][N:14]([CH3:18])[C:15](=[O:17])[CH:16]=1. The yield is 0.220. (3) The reactants are [F:1][C:2]([F:27])([F:26])[C:3]1[CH:4]=[C:5]([C:9]2[N:18]=[C:17]3[C:12]([CH2:13][CH2:14][CH2:15][N:16]3[C:19]([O:21][C:22]([CH3:25])([CH3:24])[CH3:23])=[O:20])=[CH:11][CH:10]=2)[CH:6]=[CH:7][CH:8]=1.[Mn]([O-])(=O)(=O)=[O:29].[O-]S([O-])=O.[Na+].[Na+]. The catalyst is CC(O)(C)C.O. The product is [O:29]=[C:13]1[C:12]2[C:17](=[N:18][C:9]([C:5]3[CH:6]=[CH:7][CH:8]=[C:3]([C:2]([F:1])([F:26])[F:27])[CH:4]=3)=[CH:10][CH:11]=2)[N:16]([C:19]([O:21][C:22]([CH3:23])([CH3:24])[CH3:25])=[O:20])[CH2:15][CH2:14]1. The yield is 0.740. (4) The reactants are [CH3:1][O:2][C:3]1[CH:4]=[C:5]([C:11]2[C:19]3[C:14](=[CH:15][CH:16]=[C:17]([C:20]#[N:21])[CH:18]=3)[NH:13][N:12]=2)[CH:6]=[CH:7][C:8]=1[O:9][CH3:10].[OH-:22].[Na+].O.Cl. The product is [CH3:1][O:2][C:3]1[CH:4]=[C:5]([C:11]2[C:19]3[C:14](=[CH:15][CH:16]=[C:17]([C:20]([NH2:21])=[O:22])[CH:18]=3)[NH:13][N:12]=2)[CH:6]=[CH:7][C:8]=1[O:9][CH3:10]. The catalyst is C(O)C. The yield is 0.840. (5) The reactants are [CH3:1][N:2]([CH:10]1[CH2:15][CH2:14][CH2:13][CH:12]([C:16]2[C:24]3[C:19](=[CH:20][CH:21]=[C:22]([N+:25]([O-])=O)[CH:23]=3)[NH:18][CH:17]=2)[CH2:11]1)[C:3](=[O:9])[O:4][C:5]([CH3:8])([CH3:7])[CH3:6].O.NN. The product is [NH2:25][C:22]1[CH:23]=[C:24]2[C:19](=[CH:20][CH:21]=1)[NH:18][CH:17]=[C:16]2[CH:12]1[CH2:13][CH2:14][CH2:15][CH:10]([N:2]([CH3:1])[C:3](=[O:9])[O:4][C:5]([CH3:6])([CH3:7])[CH3:8])[CH2:11]1. The yield is 0.920. The catalyst is CO.O.[Ni]. (6) The catalyst is C1(C)C=CC=CC=1.C1C=CC(/C=C/C(/C=C/C2C=CC=CC=2)=O)=CC=1.C1C=CC(/C=C/C(/C=C/C2C=CC=CC=2)=O)=CC=1.C1C=CC(/C=C/C(/C=C/C2C=CC=CC=2)=O)=CC=1.[Pd].[Pd].C1(P(C2C=CC=CC=2)C2C3OC4C(=CC=CC=4P(C4C=CC=CC=4)C4C=CC=CC=4)C(C)(C)C=3C=CC=2)C=CC=CC=1. The product is [CH3:16][N:17]1[CH:21]2[CH2:22][CH2:23][CH2:24][CH:20]2[N:19]([C:2]2[CH:7]=[CH:6][C:5]([C:8]#[C:9][C:10]3[CH:15]=[CH:14][CH:13]=[CH:12][CH:11]=3)=[CH:4][N:3]=2)[C:18]1=[O:25]. The reactants are Br[C:2]1[CH:7]=[CH:6][C:5]([C:8]#[C:9][C:10]2[CH:15]=[CH:14][CH:13]=[CH:12][CH:11]=2)=[CH:4][N:3]=1.[CH3:16][N:17]1[C@H:21]2[CH2:22][CH2:23][CH2:24][C@H:20]2[NH:19][C:18]1=[O:25].C(=O)([O-])[O-].[Cs+].[Cs+]. The yield is 0.730. (7) The reactants are [F:1][CH2:2][C:3]([C:7]1[O:11][N:10]=[C:9]([NH:12][C:13](=[O:21])OC2C=CC=CC=2)[CH:8]=1)([CH3:6])[CH2:4][F:5].[CH3:22][O:23][C:24]1[CH:25]=[C:26]2[C:31](=[CH:32][C:33]=1[O:34][CH2:35][CH2:36][O:37][CH3:38])[N:30]=[CH:29][N:28]=[C:27]2[S:39][C:40]1[CH:41]=[C:42]([CH:44]=[CH:45][CH:46]=1)[NH2:43]. The catalyst is CN(C)C1C=CN=CC=1.C1COCC1. The product is [F:5][CH2:4][C:3]([C:7]1[O:11][N:10]=[C:9]([NH:12][C:13]([NH:43][C:42]2[CH:44]=[CH:45][CH:46]=[C:40]([S:39][C:27]3[C:26]4[C:31](=[CH:32][C:33]([O:34][CH2:35][CH2:36][O:37][CH3:38])=[C:24]([O:23][CH3:22])[CH:25]=4)[N:30]=[CH:29][N:28]=3)[CH:41]=2)=[O:21])[CH:8]=1)([CH3:6])[CH2:2][F:1]. The yield is 0.230. (8) The reactants are [CH3:1][O:2][C:3](=[O:20])[C:4]1[CH:9]=[CH:8][C:7]([CH2:10][CH:11]2[CH2:18][CH2:17][CH2:16][CH2:15][CH2:14][CH2:13][C:12]2=[O:19])=[CH:6][CH:5]=1.C[Si]([N-][Si](C)(C)C)(C)C.[K+].N(C1C=CC=CC=1)([S:32]([C:35]([F:38])([F:37])[F:36])(=[O:34])=[O:33])[S:32]([C:35]([F:38])([F:37])[F:36])(=[O:34])=[O:33]. The catalyst is C1COCC1. The product is [CH3:1][O:2][C:3](=[O:20])[C:4]1[CH:5]=[CH:6][C:7]([CH2:10][CH:11]2[CH2:18][CH2:17][CH2:16][CH2:15][CH2:14][CH:13]=[C:12]2[O:19][S:32]([C:35]([F:38])([F:37])[F:36])(=[O:34])=[O:33])=[CH:8][CH:9]=1. The yield is 0.680. (9) The product is [Cl:1][C:2]1[CH:8]=[CH:7][C:5]([N:6]=[C:17]=[O:18])=[CH:4][C:3]=1[CH3:9]. The catalyst is C(Cl)Cl. The reactants are [Cl:1][C:2]1[CH:8]=[CH:7][C:5]([NH2:6])=[CH:4][C:3]=1[CH3:9].C(N(CC)CC)C.[C:17](Cl)(Cl)=[O:18]. The yield is 0.900. (10) The reactants are [CH2:1]([O:8][C:9](=[O:30])[NH:10][C@@H:11]1[CH2:16][CH2:15][CH2:14][CH2:13][C@H:12]1[CH2:17][NH:18][CH:19]1[CH2:28][CH2:27][C:26]2[C:21](=[CH:22][CH:23]=[C:24]([F:29])[CH:25]=2)[CH2:20]1)[C:2]1[CH:7]=[CH:6][CH:5]=[CH:4][CH:3]=1.C=O.[C:33]([BH3-])#N.[Na+].[OH-].[Na+]. The catalyst is C(#N)C.C(O)(=O)C. The product is [CH2:1]([O:8][C:9](=[O:30])[NH:10][C@@H:11]1[CH2:16][CH2:15][CH2:14][CH2:13][C@H:12]1[CH2:17][N:18]([CH:19]1[CH2:28][CH2:27][C:26]2[C:21](=[CH:22][CH:23]=[C:24]([F:29])[CH:25]=2)[CH2:20]1)[CH3:33])[C:2]1[CH:7]=[CH:6][CH:5]=[CH:4][CH:3]=1. The yield is 0.900.